From a dataset of Catalyst prediction with 721,799 reactions and 888 catalyst types from USPTO. Predict which catalyst facilitates the given reaction. (1) Reactant: [N+:1]([C:4]1[CH:5]=[CH:6][C:7]([N:10]2[CH2:14][CH2:13][CH2:12][CH2:11]2)=[N:8][CH:9]=1)([O-])=O. Product: [N:10]1([C:7]2[N:8]=[CH:9][C:4]([NH2:1])=[CH:5][CH:6]=2)[CH2:14][CH2:13][CH2:12][CH2:11]1. The catalyst class is: 8. (2) Reactant: [C:1]([O:5][CH:6]([C:11]1[N:16]([CH3:17])[C:15](=[O:18])[C:14]2[NH:19][CH:20]=[CH:21][C:13]=2[C:12]=1[C:22]1[CH:27]=[CH:26][C:25]([Cl:28])=[CH:24][CH:23]=1)[C:7]([O:9]C)=[O:8])([CH3:4])([CH3:3])[CH3:2].[H-].[Na+].[F:31][C:32]1[CH:37]=[CH:36][C:35]([S:38](Cl)(=[O:40])=[O:39])=[CH:34][CH:33]=1.[Li+].[OH-].Cl. Product: [C:1]([O:5][CH:6]([C:11]1[N:16]([CH3:17])[C:15](=[O:18])[C:14]2[N:19]([S:38]([C:35]3[CH:36]=[CH:37][C:32]([F:31])=[CH:33][CH:34]=3)(=[O:40])=[O:39])[CH:20]=[CH:21][C:13]=2[C:12]=1[C:22]1[CH:27]=[CH:26][C:25]([Cl:28])=[CH:24][CH:23]=1)[C:7]([OH:9])=[O:8])([CH3:3])([CH3:4])[CH3:2]. The catalyst class is: 7. (3) Product: [CH2:17]([N:14]1[C:7]2=[CH:8][N:9]=[C:10]([O:12][CH3:13])[CH:11]=[C:6]2[C:5]([CH:15]=[O:16])=[C:4]1[CH:1]([CH3:3])[CH3:2])[C:18]1[CH:23]=[CH:22][CH:21]=[CH:20][CH:19]=1. The catalyst class is: 3. Reactant: [CH:1]([C:4]1[NH:14][C:7]2=[CH:8][N:9]=[C:10]([O:12][CH3:13])[CH:11]=[C:6]2[C:5]=1[CH:15]=[O:16])([CH3:3])[CH3:2].[CH2:17](Br)[C:18]1[CH:23]=[CH:22][CH:21]=[CH:20][CH:19]=1.C([O-])([O-])=O.[K+].[K+]. (4) Reactant: [C:1]([C:4]1[CH:9]=[CH:8][C:7]([NH:10][C:11]([C:13]2C3O[CH2:20][CH2:19][N:18]([C:23]4[C:28]([Cl:29])=[CH:27][CH:26]=[CH:25][N:24]=4)[C:17]=3[CH:16]=[CH:15][CH:14]=2)=[O:12])=[CH:6][CH:5]=1)(O)=[O:2].[Cl-].[NH4+].O[N:33]1C2C=CC=CC=2N=N1.Cl.C(N=C=NCCCN(C)C)C.[C:54](=[O:57])([O-])O.[Na+]. Product: [C:1]([C:4]1[CH:9]=[CH:8][C:7]([NH:10][C:11]([C:13]2[C:54]3[O:57][CH2:20][CH2:19][N:18]([C:23]4[C:28]([Cl:29])=[CH:27][CH:26]=[CH:25][N:24]=4)[C:17]=3[CH:16]=[CH:15][CH:14]=2)=[O:12])=[CH:6][CH:5]=1)(=[O:2])[NH2:33]. The catalyst class is: 681. (5) Reactant: [O:1]([C:8]1[CH2:13][CH2:12][CH2:11][C:10](=[O:14])[CH:9]=1)[C:2]1[CH:7]=[CH:6][CH:5]=[CH:4][CH:3]=1.C[Si]([N-][Si](C)(C)C)(C)C.[Li+].[C:25](Cl)(=[O:34])[CH:26]=[CH:27][C:28]1[CH:33]=[CH:32][CH:31]=[CH:30][CH:29]=1. Product: [O:1]([C:8]1[CH2:13][CH2:12][CH:11]([C:25](=[O:34])[CH:26]=[CH:27][C:28]2[CH:33]=[CH:32][CH:31]=[CH:30][CH:29]=2)[C:10](=[O:14])[CH:9]=1)[C:2]1[CH:7]=[CH:6][CH:5]=[CH:4][CH:3]=1. The catalyst class is: 1. (6) Reactant: [Cl:1][C:2]1[CH:3]=[C:4]([F:33])[C:5]2[N:11]3[CH:12]=[CH:13][CH:14]=[C:10]3[C@@H:9]([CH2:15][CH2:16]CS([O-])(=O)=O)[O:8][C@H:7]([C:22]3[CH:27]=[CH:26][CH:25]=[C:24]([O:28][CH3:29])[C:23]=3[O:30][CH3:31])[C:6]=2[CH:32]=1.[N-:34]=[N+:35]=[N-:36].[Na+].O. Product: [N:34]([CH2:16][CH2:15][C@H:9]1[O:8][C@H:7]([C:22]2[CH:27]=[CH:26][CH:25]=[C:24]([O:28][CH3:29])[C:23]=2[O:30][CH3:31])[C:6]2[CH:32]=[C:2]([Cl:1])[CH:3]=[C:4]([F:33])[C:5]=2[N:11]2[CH:12]=[CH:13][CH:14]=[C:10]12)=[N+:35]=[N-:36]. The catalyst class is: 35.